Dataset: Reaction yield outcomes from USPTO patents with 853,638 reactions. Task: Predict the reaction yield, written as a fraction of the theoretical maximum amount of product (1.0 means a 100% yield; for example, 0.34 means a 34% yield). (1) The reactants are [O:1]=[C:2]1[O:6][N:5]=[C:4]([C:7]2[CH:12]=[CH:11][CH:10]=[CH:9][C:8]=2[C:13]2[CH:18]=[CH:17][C:16]([CH2:19][C:20]3[C:21](=[O:46])[N:22]([C@H:32]4[CH2:37][CH2:36][C@H:35]([O:38][CH2:39][CH:40]([OH:45])[C:41]([F:44])([F:43])[F:42])[CH2:34][CH2:33]4)[C:23]4[N:24]([N:29]=[CH:30][CH:31]=4)[C:25]=3[CH2:26][CH2:27][CH3:28])=[CH:15][CH:14]=2)[NH:3]1.CC(OI1(OC(C)=O)(OC(C)=O)OC(=O)C2C1=CC=CC=2)=O.C(OCC)(=O)C.S([O-])([O-])(=O)=S.[Na+].[Na+]. The catalyst is C(Cl)Cl.O. The product is [O:1]=[C:2]1[O:6][N:5]=[C:4]([C:7]2[CH:12]=[CH:11][CH:10]=[CH:9][C:8]=2[C:13]2[CH:14]=[CH:15][C:16]([CH2:19][C:20]3[C:21](=[O:46])[N:22]([C@H:32]4[CH2:33][CH2:34][C@H:35]([O:38][CH2:39][C:40](=[O:45])[C:41]([F:42])([F:44])[F:43])[CH2:36][CH2:37]4)[C:23]4[N:24]([N:29]=[CH:30][CH:31]=4)[C:25]=3[CH2:26][CH2:27][CH3:28])=[CH:17][CH:18]=2)[NH:3]1. The yield is 0.730. (2) The catalyst is CO. The reactants are [CH2:1]([N:3]([CH2:14][C:15]1[NH:16][CH:17]=[N:18][CH:19]=1)[C:4]1[C:5]([F:13])=[C:6]([C:9]([F:12])=[CH:10][CH:11]=1)[CH:7]=[O:8])[CH3:2].[BH4-].[Na+]. The yield is 0.760. The product is [CH2:1]([N:3]([CH2:14][C:15]1[NH:16][CH:17]=[N:18][CH:19]=1)[C:4]1[C:5]([F:13])=[C:6]([CH2:7][OH:8])[C:9]([F:12])=[CH:10][CH:11]=1)[CH3:2].